This data is from Full USPTO retrosynthesis dataset with 1.9M reactions from patents (1976-2016). The task is: Predict the reactants needed to synthesize the given product. (1) Given the product [CH:22]1([N:15]([CH:16]2[CH2:21][CH2:20][N:19]([S:52](=[O:54])(=[O:53])[N:51]([CH3:56])[CH3:50])[CH2:18][CH2:17]2)[C:13](=[O:14])[NH:12][C:10]2[S:11][C:7]([S:6][CH2:5][C:4]([OH:3])=[O:28])=[CH:8][N:9]=2)[CH2:27][CH2:26][CH2:25][CH2:24][CH2:23]1, predict the reactants needed to synthesize it. The reactants are: C([O:3][C:4](=[O:28])[CH2:5][S:6][C:7]1[S:11][C:10]([NH:12][C:13]([N:15]([CH:22]2[CH2:27][CH2:26][CH2:25][CH2:24][CH2:23]2)[CH:16]2[CH2:21][CH2:20][NH:19][CH2:18][CH2:17]2)=[O:14])=[N:9][CH:8]=1)C.C(N1CCCCC1=O)(OC(C)(C)C)=O.C1(N)CCCCC1.[CH3:50][N:51]([CH3:56])[S:52](Cl)(=[O:54])=[O:53]. (2) The reactants are: C([O:5][C:6](=[O:30])[CH2:7][CH2:8][NH:9][C:10]1[N:15]=[C:14]([NH:16][C:17]2[N:22]=[CH:21][C:20]3[N:23]=[C:24]([CH3:29])[N:25]([CH:26]([CH3:28])[CH3:27])[C:19]=3[CH:18]=2)[CH:13]=[CH:12][N:11]=1)(C)(C)C.C(O)(C(F)(F)F)=O.C1(C)C=CC=CC=1. Given the product [CH:26]([N:25]1[C:19]2[CH:18]=[C:17]([NH:16][C:14]3[CH:13]=[CH:12][N:11]=[C:10]([NH:9][CH2:8][CH2:7][C:6]([OH:30])=[O:5])[N:15]=3)[N:22]=[CH:21][C:20]=2[N:23]=[C:24]1[CH3:29])([CH3:28])[CH3:27], predict the reactants needed to synthesize it. (3) The reactants are: [C:1]([O:5][C:6]([NH:8][C:9]1[CH:10]=[CH:11][C:12]([C:15](=O)[CH2:16][C:17](=O)[C:18]([O:20][CH2:21][CH3:22])=[O:19])=[N:13][CH:14]=1)=[O:7])([CH3:4])([CH3:3])[CH3:2].[NH:25]([C:27]1[CH:32]=[N:31][CH:30]=[CH:29][N:28]=1)[NH2:26]. Given the product [C:1]([O:5][C:6]([NH:8][C:9]1[CH:10]=[CH:11][C:12]([C:15]2[N:25]([C:27]3[CH:32]=[N:31][CH:30]=[CH:29][N:28]=3)[N:26]=[C:17]([C:18]([O:20][CH2:21][CH3:22])=[O:19])[CH:16]=2)=[N:13][CH:14]=1)=[O:7])([CH3:4])([CH3:3])[CH3:2], predict the reactants needed to synthesize it. (4) Given the product [CH3:3][O:4][C:5]1[N:10]=[N:9][C:8]([N:11]2[C:15]([C:16]3[CH:21]=[CH:20][CH:19]=[CH:18][N:17]=3)=[CH:14][C:13]([C:22]([N:24]3[CH2:28][CH2:27][CH2:26][N:25]3[CH3:29])=[O:23])=[N:12]2)=[CH:7][CH:6]=1, predict the reactants needed to synthesize it. The reactants are: [H-].[Na+].[CH3:3][O:4][C:5]1[N:10]=[N:9][C:8]([N:11]2[C:15]([C:16]3[CH:21]=[CH:20][CH:19]=[CH:18][N:17]=3)=[CH:14][C:13]([C:22]([N:24]3[CH2:28][CH2:27][CH2:26][NH:25]3)=[O:23])=[N:12]2)=[CH:7][CH:6]=1.[CH3:29]I.O. (5) The reactants are: C[O:2][C:3](=[O:31])[CH2:4][O:5][C:6]1[CH:11]=[CH:10][C:9]([S:12][CH2:13][CH:14]=[C:15]([C:23]2[CH:28]=[CH:27][C:26]([Br:29])=[CH:25][CH:24]=2)[C:16]2[CH:21]=[CH:20][C:19]([Br:22])=[CH:18][CH:17]=2)=[CH:8][C:7]=1[CH3:30].[OH-].[Na+].O.Cl. Given the product [Br:29][C:26]1[CH:25]=[CH:24][C:23]([C:15]([C:16]2[CH:21]=[CH:20][C:19]([Br:22])=[CH:18][CH:17]=2)=[CH:14][CH2:13][S:12][C:9]2[CH:10]=[CH:11][C:6]([O:5][CH2:4][C:3]([OH:31])=[O:2])=[C:7]([CH3:30])[CH:8]=2)=[CH:28][CH:27]=1, predict the reactants needed to synthesize it. (6) Given the product [C:28]1([NH:27][C:2]2[C:7]([C:8](=[O:11])[CH2:9][CH3:10])=[CH:6][CH:5]=[CH:4][N:3]=2)[CH:33]=[CH:32][CH:31]=[CH:30][CH:29]=1, predict the reactants needed to synthesize it. The reactants are: Cl[C:2]1[C:7]([C:8](=[O:11])[CH2:9][CH3:10])=[CH:6][CH:5]=[CH:4][N:3]=1.[C@]12(CS(O)(=O)=O)C(C)(C)C(CC1)CC2=O.[NH2:27][C:28]1[CH:33]=[CH:32][CH:31]=[CH:30][CH:29]=1. (7) Given the product [NH2:5][C:6]1[CH:7]=[C:8]([NH:9][C:32](=[O:33])[C:21]2[CH:22]=[CH:17][C:18]([CH2:24][N:25]3[CH2:26][CH2:27][N:28]([CH3:44])[CH2:29][CH2:30]3)=[CH:19][CH:20]=2)[CH:10]=[CH:11][C:12]=1[CH3:13], predict the reactants needed to synthesize it. The reactants are: [Al+3].[Cl-].[Cl-].[Cl-].[NH2:5][C:6]1[CH:7]=[C:8]([CH:10]=[CH:11][C:12]=1[CH3:13])[NH2:9].COC(=O)[C:17]1[CH:22]=[CH:21][C:20](C)=[CH:19][C:18]=1[CH2:24][N:25]1[CH2:30][CH2:29][NH:28][CH2:27][CH2:26]1.[C:32](C(C(C([O-])=O)O)O)([O-])=[O:33].[Na+].[K+].[C:44]([O-])(O)=O.[Na+]. (8) Given the product [CH3:14][C:15]1([CH3:17])[O:4][C@:3]2([O:12][CH2:11][C@@H:9]3[O:10][C:27]([CH3:29])([CH3:26])[O:8][C@@H:7]3[C:5]2=[O:6])[CH2:2][O:1]1, predict the reactants needed to synthesize it. The reactants are: [OH:1][CH2:2][C:3]([C@H:5]([C@@H:7]([C@H:9]([CH2:11][OH:12])[OH:10])[OH:8])[OH:6])=[O:4].O=[C:14]1O[C@H]([C@H](CO)O)[C:17](O)=[C:15]1O.O[CH2:26][C@@H:27]([C@H:29]([C@@H]([C@@H](CO)O)O)O)O.OCC([C@@H]([C@H]([C@@H](CO)O)O)O)=O.